From a dataset of Reaction yield outcomes from USPTO patents with 853,638 reactions. Predict the reaction yield, written as a fraction of the theoretical maximum amount of product (1.0 means a 100% yield; for example, 0.34 means a 34% yield). (1) The product is [Cl:23][C:18]1[CH:17]=[C:16]([C@:12]23[CH2:13][C@H:14]2[CH2:15][C:10](=[O:27])[CH2:11]3)[CH:21]=[CH:20][C:19]=1[Cl:22]. The yield is 0.990. The catalyst is C(OCC)(=O)C.CCCCCC. The reactants are C1(S([C:10]2(SC)[CH2:15][C@H:14]3[C@:12]([C:16]4[CH:21]=[CH:20][C:19]([Cl:22])=[C:18]([Cl:23])[CH:17]=4)([CH2:13]3)[CH2:11]2)(=O)=O)C=CC=CC=1.C[OH:27].Cl. (2) The reactants are [C:1]([O:5][C:6]([NH:8][C:9]1([C:12](OC)=[O:13])[CH2:11][CH2:10]1)=[O:7])([CH3:4])([CH3:3])[CH3:2].[BH4-].[Li+]. The catalyst is O1CCCC1. The product is [OH:13][CH2:12][C:9]1([NH:8][C:6](=[O:7])[O:5][C:1]([CH3:3])([CH3:2])[CH3:4])[CH2:10][CH2:11]1. The yield is 0.762. (3) The yield is 0.660. The catalyst is C(O)(C)C. The reactants are [NH2:1][C:2]1[CH:9]=[CH:8][C:5]([CH:6]=O)=[CH:4][CH:3]=1.[C:10]([CH2:12][C:13]([O:15][CH2:16][CH:17]([CH2:22][CH3:23])[CH2:18][CH2:19][CH2:20][CH3:21])=[O:14])#[N:11].C(NCC)C.C(O)(=O)C. The product is [NH2:1][C:2]1[CH:9]=[CH:8][C:5]([CH:6]=[C:12]([C:10]#[N:11])[C:13]([O:15][CH2:16][CH:17]([CH2:22][CH3:23])[CH2:18][CH2:19][CH2:20][CH3:21])=[O:14])=[CH:4][CH:3]=1. (4) The reactants are Cl.Cl.Cl.[N+:4]([C:7]1[CH:48]=[CH:47][C:10]([C:11]([O:13][C@H:14]2[C:18]3[N:19]=[CH:20][N:21]=[C:22]([N:23]4[C:43]5[C:38](=[C:39]([CH2:44][NH2:45])[CH:40]=[CH:41][CH:42]=5)[C:25]5([CH2:30][CH2:29][N:28]([CH2:31][C:32]6[CH:37]=[CH:36][CH:35]=[CH:34][CH:33]=6)[CH2:27][CH2:26]5)[CH2:24]4)[C:17]=3[C@H:16]([CH3:46])[CH2:15]2)=[O:12])=[CH:9][CH:8]=1)([O-:6])=[O:5].CCN(CC)CC.[C:56](Cl)(=[O:58])[CH3:57]. The catalyst is C(Cl)Cl. The product is [N+:4]([C:7]1[CH:8]=[CH:9][C:10]([C:11]([O:13][C@H:14]2[C:18]3[N:19]=[CH:20][N:21]=[C:22]([N:23]4[C:43]5[C:38](=[C:39]([CH2:44][NH:45][C:56](=[O:58])[CH3:57])[CH:40]=[CH:41][CH:42]=5)[C:25]5([CH2:30][CH2:29][N:28]([CH2:31][C:32]6[CH:37]=[CH:36][CH:35]=[CH:34][CH:33]=6)[CH2:27][CH2:26]5)[CH2:24]4)[C:17]=3[C@H:16]([CH3:46])[CH2:15]2)=[O:12])=[CH:47][CH:48]=1)([O-:6])=[O:5]. The yield is 0.680.